Regression. Given two drug SMILES strings and cell line genomic features, predict the synergy score measuring deviation from expected non-interaction effect. From a dataset of NCI-60 drug combinations with 297,098 pairs across 59 cell lines. (1) Drug 1: C1=CN(C(=O)N=C1N)C2C(C(C(O2)CO)O)(F)F. Drug 2: C1CC(CCC1OC2=C(C(=CC=C2)Cl)F)(CC3=NC(=CC=C3)NC4=NC=CS4)C(=O)O. Cell line: OVCAR3. Synergy scores: CSS=49.2, Synergy_ZIP=0.955, Synergy_Bliss=1.05, Synergy_Loewe=-7.27, Synergy_HSA=5.72. (2) Drug 1: CNC(=O)C1=CC=CC=C1SC2=CC3=C(C=C2)C(=NN3)C=CC4=CC=CC=N4. Drug 2: CC1CCC2CC(C(=CC=CC=CC(CC(C(=O)C(C(C(=CC(C(=O)CC(OC(=O)C3CCCCN3C(=O)C(=O)C1(O2)O)C(C)CC4CCC(C(C4)OC)OCCO)C)C)O)OC)C)C)C)OC. Cell line: HT29. Synergy scores: CSS=5.24, Synergy_ZIP=-3.12, Synergy_Bliss=-4.88, Synergy_Loewe=-16.0, Synergy_HSA=-6.64.